Dataset: Full USPTO retrosynthesis dataset with 1.9M reactions from patents (1976-2016). Task: Predict the reactants needed to synthesize the given product. (1) Given the product [CH3:50][CH2:49][CH2:48][CH2:47][C:46]([N:5]([C@H:4]([C:8]([OH:9])=[O:7])[CH:1]([CH3:3])[CH3:2])[CH2:6][C:10]1[CH:11]=[CH:12][C:13]([C:16]2[CH:21]=[CH:20][CH:19]=[CH:18][C:17]=2[C:22]2[NH:23][N:24]=[N:25][N:26]=2)=[CH:14][CH:15]=1)=[O:51], predict the reactants needed to synthesize it. The reactants are: [CH:1]([CH:4]1[C:8](=[O:9])[O:7][CH:6]([C:10]2[CH:15]=[CH:14][C:13]([C:16]3[CH:21]=[CH:20][CH:19]=[CH:18][C:17]=3[C:22]3[N:26](C(C4C=CC=CC=4)(C4C=CC=CC=4)C4C=CC=CC=4)[N:25]=[N:24][N:23]=3)=[CH:12][CH:11]=2)[N:5]1[C:46](=[O:51])[CH2:47][CH2:48][CH2:49][CH3:50])([CH3:3])[CH3:2].C([O-])=O.[NH4+]. (2) Given the product [F:1][C:2]1[CH:8]=[C:7]([CH3:9])[CH:6]=[C:5]([I:10])[C:3]=1[N:4]=[C:12]=[O:14], predict the reactants needed to synthesize it. The reactants are: [F:1][C:2]1[CH:8]=[C:7]([CH3:9])[CH:6]=[C:5]([I:10])[C:3]=1[NH2:4].Cl[C:12](Cl)([O:14]C(=O)OC(Cl)(Cl)Cl)Cl. (3) Given the product [CH3:1][O:2][C:3](=[O:18])[C:4]1[CH:5]=[C:6]([N:17]2[CH:23]=[N:21][N:20]=[N:19]2)[CH:7]=[C:8]([C:10]2[CH:15]=[CH:14][C:13]([CH3:16])=[CH:12][N:11]=2)[CH:9]=1, predict the reactants needed to synthesize it. The reactants are: [CH3:1][O:2][C:3](=[O:18])[C:4]1[CH:9]=[C:8]([C:10]2[CH:15]=[CH:14][C:13]([CH3:16])=[CH:12][N:11]=2)[CH:7]=[C:6]([NH2:17])[CH:5]=1.[N-:19]=[N+:20]=[N-:21].[Na+].[CH:23](OCC)(OCC)OCC. (4) Given the product [Cl:1][C:2]1[CH:12]=[CH:11][C:5]([O:6][CH2:7][C:8]([N:16]([CH:13]([CH3:15])[CH3:14])[CH2:17][C:18]2[O:22][N:21]=[C:20]([C:23]3[CH:24]=[CH:25][C:26]([C:29]([F:32])([F:31])[F:30])=[CH:27][CH:28]=3)[N:19]=2)=[O:9])=[CH:4][CH:3]=1, predict the reactants needed to synthesize it. The reactants are: [Cl:1][C:2]1[CH:12]=[CH:11][C:5]([O:6][CH2:7][C:8](Cl)=[O:9])=[CH:4][CH:3]=1.[CH:13]([NH:16][CH2:17][C:18]1[O:22][N:21]=[C:20]([C:23]2[CH:28]=[CH:27][C:26]([C:29]([F:32])([F:31])[F:30])=[CH:25][CH:24]=2)[N:19]=1)([CH3:15])[CH3:14].C(N(CC)CC)C. (5) Given the product [Cl:54][C:55]1[CH:56]=[C:57]2[C:61](=[CH:62][CH:63]=1)[NH:60][CH:59]=[C:58]2[CH2:64][NH:65][C:18]([C:16]1[CH:15]=[N:14][N:13]([CH2:12][C:7]2[CH:8]=[C:9]3[C:4](=[CH:5][CH:6]=2)[N:3]=[C:2]([CH3:1])[CH:11]=[CH:10]3)[CH:17]=1)=[O:20], predict the reactants needed to synthesize it. The reactants are: [CH3:1][C:2]1[CH:11]=[CH:10][C:9]2[C:4](=[CH:5][CH:6]=[C:7]([CH2:12][N:13]3[CH:17]=[C:16]([C:18]([OH:20])=O)[CH:15]=[N:14]3)[CH:8]=2)[N:3]=1.CN(C(ON1N=NC2C=CC=CC1=2)=[N+](C)C)C.F[P-](F)(F)(F)(F)F.CCN(C(C)C)C(C)C.[Cl:54][C:55]1[CH:56]=[C:57]2[C:61](=[CH:62][CH:63]=1)[NH:60][CH:59]=[C:58]2[CH2:64][NH2:65]. (6) Given the product [F:5][C:4]([F:7])([F:6])[C:3](=[N:8][OH:9])[CH2:2][C:12]1[C:13]2[C:18](=[CH:17][CH:16]=[CH:15][CH:14]=2)[NH:10][CH:11]=1, predict the reactants needed to synthesize it. The reactants are: Br[CH2:2][C:3](=[N:8][OH:9])[C:4]([F:7])([F:6])[F:5].[NH:10]1[C:18]2[C:13](=[CH:14][CH:15]=[CH:16][CH:17]=2)[CH:12]=[CH:11]1.C(=O)([O-])[O-].[Na+].[Na+].